Dataset: Reaction yield outcomes from USPTO patents with 853,638 reactions. Task: Predict the reaction yield, written as a fraction of the theoretical maximum amount of product (1.0 means a 100% yield; for example, 0.34 means a 34% yield). (1) The reactants are [NH:1]1[CH:5]=[CH:4][N:3]=[C:2]1[CH2:6][C:7]#[N:8].C([O:11][C:12](=O)[CH:13]([C:20](=O)[CH2:21][CH3:22])[CH2:14][CH2:15][CH2:16][CH2:17][CH2:18][CH3:19])C.C([O-])(=O)C.[NH4+]. The catalyst is O. The product is [CH2:21]([C:20]1[C:6]([C:7]#[N:8])=[C:2]2[NH:3][CH:4]=[CH:5][N:1]2[C:12](=[O:11])[C:13]=1[CH2:14][CH2:15][CH2:16][CH2:17][CH2:18][CH3:19])[CH3:22]. The yield is 0.590. (2) The reactants are C([O-])=O.[NH4+].[F:5][C:6]([F:49])([F:48])[C:7]1[CH:8]=[C:9]([CH:41]=[C:42]([C:44]([F:47])([F:46])[F:45])[CH:43]=1)[CH2:10][N:11]([C:35]1[N:36]=[N:37][N:38]([CH3:40])[N:39]=1)[C@H:12]1[CH2:18][CH2:17][CH2:16][N:15](C(OCC2C=CC=CC=2)=O)[C:14]2[C:29]([CH3:34])=[CH:30][C:31]([CH3:33])=[CH:32][C:13]1=2.CO. The catalyst is [Pd]. The product is [F:48][C:6]([F:5])([F:49])[C:7]1[CH:8]=[C:9]([CH:41]=[C:42]([C:44]([F:47])([F:46])[F:45])[CH:43]=1)[CH2:10][N:11]([C:35]1[N:36]=[N:37][N:38]([CH3:40])[N:39]=1)[C@H:12]1[CH2:18][CH2:17][CH2:16][NH:15][C:14]2[C:29]([CH3:34])=[CH:30][C:31]([CH3:33])=[CH:32][C:13]1=2. The yield is 0.455. (3) The reactants are [CH2:1]([N:3]1[C:8]2[CH:9]=[C:10]([C:12]3[CH:13]=[N:14][NH:15][C:16]=3[CH3:17])[S:11][C:7]=2[C:6](=[O:18])[NH:5][C:4]1([CH3:24])[CH2:19]C(F)(F)F)[CH3:2].C(O)(C(F)(F)F)=O.COC(OC)(C)C.CC1(C)C2(CS(O)(=O)=O)C(CC1CC2)=O.[O-]S([O-])(=O)=O.[Mg+2].C([O-])(O)=O.[Na+].Cl. The catalyst is CC(N(C)C)=O.CO. The product is [CH2:1]([N:3]1[C:8]2[CH:9]=[C:10]([C:12]3[CH:13]=[N:14][NH:15][C:16]=3[CH3:17])[S:11][C:7]=2[C:6](=[O:18])[NH:5][C:4]1([CH3:19])[CH3:24])[CH3:2]. The yield is 0.240. (4) The yield is 0.0600. The product is [CH3:1][O:2][C:3]1[CH:4]=[C:5]2[C:10](=[CH:11][C:12]=1[O:13][CH3:14])[N:9]=[CH:8][N:7]=[C:6]2[O:15][C:16]1[CH:17]=[C:18]([NH:19][C:31]([NH:30][C:28]2[O:27][N:26]=[C:25]([C:24]([F:41])([F:23])[F:40])[CH:29]=2)=[O:32])[CH:20]=[CH:21][CH:22]=1. No catalyst specified. The reactants are [CH3:1][O:2][C:3]1[CH:4]=[C:5]2[C:10](=[CH:11][C:12]=1[O:13][CH3:14])[N:9]=[CH:8][N:7]=[C:6]2[O:15][C:16]1[CH:17]=[C:18]([CH:20]=[CH:21][CH:22]=1)[NH2:19].[F:23][C:24]([F:41])([F:40])[C:25]1[CH:29]=[C:28]([NH:30][C:31](=O)[O:32]C2C=CC=CC=2)[O:27][N:26]=1. (5) The reactants are [ClH:1].Cl.[C:3]([C:6]1[CH:7]=[C:8](/[CH:12]=[CH:13]/[CH2:14][N:15]([C:20]2[CH:25]=[CH:24][C:23]([O:26][CH:27]3[CH2:32][CH2:31][NH:30][CH2:29][CH2:28]3)=[CH:22][CH:21]=2)[C:16](=[O:19])[CH2:17][OH:18])[CH:9]=[CH:10][CH:11]=1)(=[NH:5])[NH2:4].Cl.[C:34](=[NH:39])(OCC)[CH3:35].C(N(CC)CC)C.Cl. The catalyst is CO.O1CCOCC1. The product is [ClH:1].[ClH:1].[C:34]([N:30]1[CH2:29][CH2:28][CH:27]([O:26][C:23]2[CH:22]=[CH:21][C:20]([N:15]([CH2:14]/[CH:13]=[CH:12]/[C:8]3[CH:9]=[CH:10][CH:11]=[C:6]([C:3](=[NH:4])[NH2:5])[CH:7]=3)[C:16](=[O:19])[CH2:17][OH:18])=[CH:25][CH:24]=2)[CH2:32][CH2:31]1)(=[NH:39])[CH3:35]. The yield is 0.800. (6) The reactants are O1CCCCC1[N:7]1[C:15]2[C:10](=[CH:11][C:12]([C:16]3[N:20]=[CH:19][N:18](C(C4C=CC=CC=4)(C4C=CC=CC=4)C4C=CC=CC=4)[N:17]=3)=[CH:13][CH:14]=2)[C:9]([C:40]2[CH:41]=[C:42]([NH2:46])[CH:43]=[CH:44][CH:45]=2)=[N:8]1.[CH3:47][CH:48]([CH3:52])[C:49](Cl)=[O:50].O.ClCCl. The catalyst is N1C=CC=CC=1. The product is [NH:18]1[CH:19]=[N:20][C:16]([C:12]2[CH:11]=[C:10]3[C:15](=[CH:14][CH:13]=2)[NH:7][N:8]=[C:9]3[C:40]2[CH:41]=[C:42]([NH:46][C:49](=[O:50])[CH:48]([CH3:52])[CH3:47])[CH:43]=[CH:44][CH:45]=2)=[N:17]1. The yield is 0.0500. (7) The reactants are [C:1]([O:5][C:6]([N:8]1[CH2:13][CH2:12][CH:11]([CH2:14][CH2:15][OH:16])[CH2:10][CH2:9]1)=[O:7])([CH3:4])([CH3:3])[CH3:2].C(OCC)C. The catalyst is C(Cl)Cl. The product is [C:1]([O:5][C:6]([N:8]1[CH2:13][CH2:12][CH:11]([CH2:14][CH:15]=[O:16])[CH2:10][CH2:9]1)=[O:7])([CH3:4])([CH3:3])[CH3:2]. The yield is 0.570.